From a dataset of Full USPTO retrosynthesis dataset with 1.9M reactions from patents (1976-2016). Predict the reactants needed to synthesize the given product. (1) Given the product [CH3:11][C:10]1[CH:9]=[C:8]2[C:4](=[CH:3][C:2]=1[CH3:1])[C:5](=[O:19])[N:6]([C:13]1[CH:14]=[N:15][CH:16]=[CH:17][CH:18]=1)[CH:7]2[OH:12], predict the reactants needed to synthesize it. The reactants are: [CH3:1][C:2]1[CH:3]=[C:4]2[C:8](=[CH:9][C:10]=1[CH3:11])[C:7](=[O:12])[N:6]([C:13]1[CH:14]=[N:15][CH:16]=[CH:17][CH:18]=1)[C:5]2=[O:19].[BH4-].[Na+].O. (2) The reactants are: CCN(C(C)C)C(C)C.[Cl:10][C:11]1[CH:19]=[C:18]([F:20])[CH:17]=[CH:16][C:12]=1[C:13]([OH:15])=O.CN(C(ON1N=NC2C=CC=CC1=2)=[N+](C)C)C.[B-](F)(F)(F)F.[CH:43]1([C@H:47]([NH:54][CH3:55])[CH2:48][N:49]2[CH2:52][CH:51]([OH:53])[CH2:50]2)[CH2:46][CH2:45][CH2:44]1. Given the product [Cl:10][C:11]1[CH:19]=[C:18]([F:20])[CH:17]=[CH:16][C:12]=1[C:13]([N:54]([C@@H:47]([CH:43]1[CH2:46][CH2:45][CH2:44]1)[CH2:48][N:49]1[CH2:50][CH:51]([OH:53])[CH2:52]1)[CH3:55])=[O:15], predict the reactants needed to synthesize it. (3) Given the product [Cl:18][C:12]1[CH:13]=[CH:14][CH:15]=[C:16]([Cl:17])[C:11]=1[C:9]1[S:8][C:7]2[C:2]([NH:42][C:26]3[CH:25]=[C:24]([CH2:48][OH:51])[CH:29]=[CH:28][N:27]=3)=[N:3][CH:4]=[CH:5][C:6]=2[N:10]=1, predict the reactants needed to synthesize it. The reactants are: Cl[C:2]1[C:7]2[S:8][C:9]([C:11]3[C:16]([Cl:17])=[CH:15][CH:14]=[CH:13][C:12]=3[Cl:18])=[N:10][C:6]=2[CH:5]=[CH:4][N:3]=1.ClC1C=CC=C(Cl)C=1C(Cl)=N[C:24]1[CH:29]=[CH:28][N:27]=[C:26](Cl)[C:25]=1F.NC(N)=S.[N:42]1C=CC=CC=1.[CH:48]([OH:51])(C)C. (4) Given the product [CH2:9]([O:11][C:12]([C:13]1[CH:20]=[N:8][N:7]([CH:2]2[CH2:6][CH2:5][CH2:4][CH2:3]2)[C:14]=1[C:15]([F:16])([F:17])[F:18])=[O:24])[CH3:10], predict the reactants needed to synthesize it. The reactants are: Cl.[CH:2]1([NH:7][NH2:8])[CH2:6][CH2:5][CH2:4][CH2:3]1.[CH2:9]([O:11][C:12](=[O:24])[C:13](=[CH:20]N(C)C)[C:14](=O)[C:15]([F:18])([F:17])[F:16])[CH3:10].C([O-])(=O)C.[Na+]. (5) Given the product [Cl:1][C:2]1[C:3]([Cl:27])=[C:4]([CH:9]=[CH:10][N:11]=1)[C:5]([NH:7][CH3:8])=[O:6], predict the reactants needed to synthesize it. The reactants are: [Cl:1][C:2]1[CH:3]=[C:4]([CH:9]=[CH:10][N:11]=1)[C:5]([NH:7][CH3:8])=[O:6].[Li+].CC([N-]C(C)C)C.C1C(=O)N([Cl:27])C(=O)C1.